The task is: Predict the reaction yield, written as a fraction of the theoretical maximum amount of product (1.0 means a 100% yield; for example, 0.34 means a 34% yield).. This data is from Reaction yield outcomes from USPTO patents with 853,638 reactions. (1) The reactants are C([O:5][CH:6]([O:10][C:11]([CH3:14])([CH3:13])[CH3:12])N(C)C)(C)(C)C.[Cl:15][C:16]1[CH:17]=[C:18]2[C:22](=[CH:23][CH:24]=1)[NH:21][CH:20]=[C:19]2C(O)=O. The catalyst is C1C=CC=CC=1. The product is [C:11]([O:10][C:6]([C:19]1[C:18]2[C:22](=[CH:23][CH:24]=[C:16]([Cl:15])[CH:17]=2)[NH:21][CH:20]=1)=[O:5])([CH3:12])([CH3:13])[CH3:14]. The yield is 0.870. (2) The product is [CH3:1][O:2][C:3]([C:5]1[CH:13]=[C:12]([I:14])[C:8]2[N:9]=[CH:10][N:11]([CH2:21][CH:22]([CH3:24])[CH3:23])[C:7]=2[CH:6]=1)=[O:4].[CH3:1][O:2][C:3]([C:5]1[CH:13]=[C:12]([I:14])[C:8]2[N:9]([CH2:21][CH:22]([CH3:24])[CH3:23])[CH:10]=[N:11][C:7]=2[CH:6]=1)=[O:4]. The catalyst is CN(C=O)C. The yield is 0.870. The reactants are [CH3:1][O:2][C:3]([C:5]1[CH:13]=[C:12]([I:14])[C:8]2[N:9]=[CH:10][NH:11][C:7]=2[CH:6]=1)=[O:4].C([O-])([O-])=O.[Cs+].[Cs+].[CH2:21](Br)[CH:22]([CH3:24])[CH3:23]. (3) The reactants are [C:1]([C:5]1[CH:13]=[CH:12][C:8]([C:9]([OH:11])=O)=[C:7]([O:14][C:15]2[CH:16]=[N:17][C:18]([C:21]([F:24])([F:23])[F:22])=[CH:19][CH:20]=2)[CH:6]=1)([CH3:4])([CH3:3])[CH3:2].CN(C(ON1N=NC2C=CC=NC1=2)=[N+](C)C)C.F[P-](F)(F)(F)(F)F.[CH3:49][O:50][C:51]1[CH:56]=[C:55]([NH2:57])[CH:54]=[CH:53][N:52]=1.C(N(CC)CC)C. The catalyst is ClCCl. The product is [C:1]([C:5]1[CH:13]=[CH:12][C:8]([C:9]([NH:57][C:55]2[CH:54]=[CH:53][N:52]=[C:51]([O:50][CH3:49])[CH:56]=2)=[O:11])=[C:7]([O:14][C:15]2[CH:16]=[N:17][C:18]([C:21]([F:24])([F:22])[F:23])=[CH:19][CH:20]=2)[CH:6]=1)([CH3:4])([CH3:2])[CH3:3]. The yield is 0.600. (4) The reactants are [CH3:1][N:2]([S:26]([C:29]1[S:30][CH:31]=[CH:32][CH:33]=1)(=[O:28])=[O:27])[C:3]1[CH:4]=[CH:5][CH:6]=[C:7]2[C:11]=1[NH:10][C:9]([C:12]1[S:13][CH:14]([CH2:17][CH2:18][S:19][CH2:20][C:21]([O:23]CC)=[O:22])[CH2:15][N:16]=1)=[CH:8]2.[OH-].[K+].Cl. The catalyst is O1CCCC1.CO.O. The product is [CH3:1][N:2]([S:26]([C:29]1[S:30][CH:31]=[CH:32][CH:33]=1)(=[O:28])=[O:27])[C:3]1[CH:4]=[CH:5][CH:6]=[C:7]2[C:11]=1[NH:10][C:9]([C:12]1[S:13][CH:14]([CH2:17][CH2:18][S:19][CH2:20][C:21]([OH:23])=[O:22])[CH2:15][N:16]=1)=[CH:8]2. The yield is 0.610. (5) The reactants are [Br:1][C:2]1[CH:3]=[CH:4][C:5]([OH:11])=[C:6]([C:8](=[O:10])[CH3:9])[CH:7]=1.[F:12][C:13]1[CH:20]=[CH:19][CH:18]=[CH:17][C:14]=1[CH:15]=O. The catalyst is C(O)C.O. The product is [Br:1][C:2]1[CH:7]=[C:6]2[C:5](=[CH:4][CH:3]=1)[O:11][CH:15]([C:14]1[CH:17]=[CH:18][CH:19]=[CH:20][C:13]=1[F:12])[CH2:9][C:8]2=[O:10]. The yield is 0.500. (6) The reactants are [NH:1]1[CH:5]=[C:4]([C:6]2[N:11]=[CH:10][C:9]3[CH:12]=[N:13][N:14]([C:15]4[N:20]=[C:19]([N:21]5[CH2:27][CH2:26][CH2:25][N:24](C(OC(C)(C)C)=O)[CH2:23][CH2:22]5)[CH:18]=[CH:17][CH:16]=4)[C:8]=3[CH:7]=2)[CH:3]=[N:2]1.FC(F)(F)S(O[CH2:41][C:42]([F:45])([F:44])[F:43])(=O)=O. No catalyst specified. The product is [N:21]1([C:19]2[N:20]=[C:15]([N:14]3[C:8]4[CH:7]=[C:6]([C:4]5[CH:5]=[N:1][N:2]([CH2:41][C:42]([F:45])([F:44])[F:43])[CH:3]=5)[N:11]=[CH:10][C:9]=4[CH:12]=[N:13]3)[CH:16]=[CH:17][CH:18]=2)[CH2:27][CH2:26][CH2:25][NH:24][CH2:23][CH2:22]1. The yield is 0.310.